From a dataset of Forward reaction prediction with 1.9M reactions from USPTO patents (1976-2016). Predict the product of the given reaction. The product is: [CH:12]([CH:15]1[CH2:20][CH2:19][N:18]([CH2:1][C:3]2[S:7][C:6]([NH:8][C:9](=[O:11])[CH3:10])=[N:5][CH:4]=2)[CH2:17][CH2:16]1)([CH3:14])[CH3:13]. Given the reactants [CH:1]([C:3]1[S:7][C:6]([NH:8][C:9](=[O:11])[CH3:10])=[N:5][CH:4]=1)=O.[CH:12]([CH:15]1[CH2:20][CH2:19][NH:18][CH2:17][CH2:16]1)([CH3:14])[CH3:13], predict the reaction product.